Dataset: Full USPTO retrosynthesis dataset with 1.9M reactions from patents (1976-2016). Task: Predict the reactants needed to synthesize the given product. (1) Given the product [CH:22]1[C:11]2[C:10](=[C:9]([NH:19][C:15](=[O:17])/[CH:14]=[C:13](/[C:10]3[CH:9]=[CH:8][C:7]([N:1]4[CH2:2][CH2:3][CH2:4][CH2:5][CH2:6]4)=[CH:12][CH:11]=3)\[CH3:18])[CH:8]=[CH:7][CH:12]=2)[CH:13]=[CH:25][N:23]=1, predict the reactants needed to synthesize it. The reactants are: [N:1]1([C:7]2[CH:12]=[CH:11][C:10](/[C:13](/[CH3:18])=[CH:14]/[C:15]([OH:17])=O)=[CH:9][CH:8]=2)[CH2:6][CH2:5][CH2:4][CH2:3][CH2:2]1.[NH3:19].Cl.O.[CH3:22][N:23]([CH:25]=O)C. (2) Given the product [Cl:16][C:17]1[CH:25]=[CH:24][C:23]([Cl:26])=[C:22]2[C:18]=1/[C:19](=[N:14]/[NH:13][C:11](=[O:12])[CH:10]([C:8]1[CH:7]=[CH:6][C:5]3[O:1][CH2:2][O:3][C:4]=3[CH:9]=1)[CH3:15])/[C:20](=[O:27])[NH:21]2, predict the reactants needed to synthesize it. The reactants are: [O:1]1[C:5]2[CH:6]=[CH:7][C:8]([CH:10]([CH3:15])[C:11]([NH:13][NH2:14])=[O:12])=[CH:9][C:4]=2[O:3][CH2:2]1.[Cl:16][C:17]1[CH:25]=[CH:24][C:23]([Cl:26])=[C:22]2[C:18]=1[C:19](=O)[C:20](=[O:27])[NH:21]2. (3) Given the product [CH2:2]([C:4]1[C:8]([O:9][C:10]2[CH:11]=[C:12]([C:18]#[N:19])[CH:13]=[C:14]([CH:17]=2)[C:15]#[N:16])=[C:7]([CH2:20][CH2:21][O:22][C:23]2[CH:24]=[CH:25][C:26]([S:29]([CH3:30])=[O:31])=[CH:27][CH:28]=2)[NH:6][N:5]=1)[CH3:3], predict the reactants needed to synthesize it. The reactants are: O.[CH2:2]([C:4]1[C:8]([O:9][C:10]2[CH:11]=[C:12]([C:18]#[N:19])[CH:13]=[C:14]([CH:17]=2)[C:15]#[N:16])=[C:7]([CH2:20][CH2:21][O:22][C:23]2[CH:28]=[CH:27][C:26]([S:29][CH3:30])=[CH:25][CH:24]=2)[NH:6][N:5]=1)[CH3:3].[OH:31]OS([O-])=O.[K+]. (4) The reactants are: [Br:1][CH2:2][O:3][CH3:4].[CH2:5]([P:7]([CH2:10][CH3:11])[CH2:8][CH3:9])[CH3:6].CCCCCC. Given the product [Br-:1].[CH2:5]([P+:7]([CH2:10][CH3:11])([CH2:8][CH3:9])[CH2:2][O:3][CH3:4])[CH3:6], predict the reactants needed to synthesize it.